This data is from Full USPTO retrosynthesis dataset with 1.9M reactions from patents (1976-2016). The task is: Predict the reactants needed to synthesize the given product. (1) Given the product [N:1]1[CH:6]=[CH:5][C:4]([C:7]2[CH:8]=[C:9]([C:10]([F:13])([F:12])[F:11])[N:27]3[N:28]=[CH:29][C:30]([C:31]#[N:32])=[C:26]3[N:25]=2)=[CH:3][CH:2]=1, predict the reactants needed to synthesize it. The reactants are: [N:1]1[CH:6]=[CH:5][C:4]([C:7](=O)[CH2:8][C:9](=O)[C:10]([F:13])([F:12])[F:11])=[CH:3][CH:2]=1.C(C1C=CN=CC=1)(=O)C.[NH2:25][C:26]1[C:30]([C:31]#[N:32])=[CH:29][NH:28][N:27]=1. (2) Given the product [F:38][C:39]1[CH:40]=[CH:41][C:42]([C:45]2([C:48]([N:4]3[CH2:5][CH:6]4[C:2]([C:8]5[C:16]6[C:11](=[N:12][CH:13]=[CH:14][CH:15]=6)[NH:10][CH:9]=5)([CH2:7]4)[CH2:3]3)=[O:49])[CH2:46][CH2:47]2)=[CH:43][CH:44]=1, predict the reactants needed to synthesize it. The reactants are: Cl.[C:2]12([C:8]3[C:16]4[C:11](=[N:12][CH:13]=[CH:14][CH:15]=4)[NH:10][CH:9]=3)[CH2:7][CH:6]1[CH2:5][NH:4][CH2:3]2.C1C=CC2N(O)N=NC=2C=1.CCN=C=NCCCN(C)C.[F:38][C:39]1[CH:44]=[CH:43][C:42]([C:45]2([C:48](O)=[O:49])[CH2:47][CH2:46]2)=[CH:41][CH:40]=1. (3) Given the product [CH:48]1[N:47]=[C:46]2[N:45]([C@@H:36]3[O:42][C@H:41]([CH2:43][OH:44])[C@@H:39]([OH:40])[C@@H:37]3[OH:38])[CH:53]=[N:52][C:51]2=[C:50]([NH2:54])[N:49]=1.[CH:1]1([C:19]2[N:20]=[C:21]3[C:25]([NH:24][CH:23]=[N:22]3)=[C:26]([NH2:27])[N:18]=2)[O:7][C@H:6]([CH2:8][OH:9])[C@@H:4]([OH:5])[C@H:2]1[OH:3], predict the reactants needed to synthesize it. The reactants are: [C@@H:1]1(N2C=CC(=O)NC2=O)[O:7][C@H:6]([CH2:8][OH:9])[C@@H:4]([OH:5])[C@H:2]1[OH:3].[N:18]1[C:26]([NH2:27])=[C:25]2[C:21]([N:22]=[CH:23][NH:24]2)=[N:20][CH:19]=1.P([O-])([O-])([O-])=O.[K+].[K+].[K+].[C@@H:36]1([N:45]2[CH:53]=[N:52][C:51]3[C:46]2=[N:47][CH:48]=[N:49][C:50]=3[NH2:54])[O:42][C@H:41]([CH2:43][OH:44])[C@@H:39]([OH:40])[C@H:37]1[OH:38]. (4) Given the product [CH3:15][C:14]1[O:13][N:12]=[C:11]([C:16]2[CH:21]=[CH:20][CH:19]=[CH:18][CH:17]=2)[C:10]=1[CH2:9][O:8][C:5]1[CH:4]=[CH:3][C:2]([S:28][CH3:27])=[CH:7][N:6]=1, predict the reactants needed to synthesize it. The reactants are: Br[C:2]1[CH:3]=[CH:4][C:5]([O:8][CH2:9][C:10]2[C:11]([C:16]3[CH:21]=[CH:20][CH:19]=[CH:18][CH:17]=3)=[N:12][O:13][C:14]=2[CH3:15])=[N:6][CH:7]=1.C([Li])CCC.[CH3:27][S:28]SC.